From a dataset of Forward reaction prediction with 1.9M reactions from USPTO patents (1976-2016). Predict the product of the given reaction. (1) Given the reactants [F:1][C:2]1[C:3]([O:12][CH3:13])=[N:4][CH:5]=[C:6]([CH:11]=1)[C:7]([O:9]C)=[O:8].[OH-].[K+], predict the reaction product. The product is: [F:1][C:2]1[C:3]([O:12][CH3:13])=[N:4][CH:5]=[C:6]([CH:11]=1)[C:7]([OH:9])=[O:8]. (2) Given the reactants [CH2:1]([N:3]([CH2:28][CH3:29])[C:4](=[O:27])[CH:5]([N:12]1[CH2:17][CH2:16][N:15]([C:18]2[CH:23]=[CH:22][C:21]([CH:24]=[O:25])=[CH:20][C:19]=2[F:26])[CH2:14][CH2:13]1)[C:6]1[CH:11]=[CH:10][CH:9]=[CH:8][CH:7]=1)[CH3:2].[BH4-].[Na+], predict the reaction product. The product is: [CH2:28]([N:3]([CH2:1][CH3:2])[C:4](=[O:27])[CH:5]([N:12]1[CH2:13][CH2:14][N:15]([C:18]2[CH:23]=[CH:22][C:21]([CH2:24][OH:25])=[CH:20][C:19]=2[F:26])[CH2:16][CH2:17]1)[C:6]1[CH:11]=[CH:10][CH:9]=[CH:8][CH:7]=1)[CH3:29]. (3) Given the reactants Cl[CH2:2][CH2:3][S:4](Cl)(=[O:6])=[O:5].N1C=CC=CC=1.[CH3:14][CH:15]([OH:17])[CH3:16], predict the reaction product. The product is: [CH:3]([S:4]([O:17][CH:15]([CH3:16])[CH3:14])(=[O:6])=[O:5])=[CH2:2]. (4) Given the reactants [CH2:1]([O:3][C:4]([C:6]1[CH:7]=[C:8]([C:19](O)=[O:20])[CH:9]=[C:10]([C:12]2[CH:17]=[CH:16][C:15]([CH3:18])=[CH:14][CH:13]=2)[CH:11]=1)=[O:5])[CH3:2].Cl.CN(C)CCCN=C=NCC.O.ON1C2C=CC=CC=2N=N1.[NH2:45][C@@H:46]([CH3:49])[CH2:47][OH:48].C(N(CC)C(C)C)(C)C, predict the reaction product. The product is: [OH:48][CH2:47][C@@H:46]([NH:45][C:19]([C:8]1[CH:7]=[C:6]([C:4]([O:3][CH2:1][CH3:2])=[O:5])[CH:11]=[C:10]([C:12]2[CH:13]=[CH:14][C:15]([CH3:18])=[CH:16][CH:17]=2)[CH:9]=1)=[O:20])[CH3:49]. (5) Given the reactants [C:1]([OH:5])(=O)C#C.[NH2:6][C:7]1[CH:12]=[CH:11][C:10]([C:13]2[CH2:17][CH2:16][N:15]([C:18](=[O:31])[CH2:19][C:20]3[CH:25]=[C:24]([O:26][CH3:27])[C:23]([O:28][CH3:29])=[CH:22][C:21]=3[Br:30])[N:14]=2)=[CH:9][CH:8]=1.[CH2:32](Cl)[CH2:33]Cl.CN([CH:39]=[O:40])C, predict the reaction product. The product is: [Br:30][C:21]1[CH:22]=[C:23]([O:28][CH3:29])[C:24]([O:26][CH3:27])=[CH:25][C:20]=1[CH2:19][C:18]([N:15]1[CH2:16][CH2:17][C:13]([C:10]2[CH:9]=[CH:8][C:7]([NH:6][C:1](=[O:5])/[CH:32]=[CH:33]/[O:40][CH3:39])=[CH:12][CH:11]=2)=[N:14]1)=[O:31]. (6) Given the reactants Cl[C:2]1[CH:7]=[N:6][CH:5]=[C:4]([Cl:8])[N:3]=1.[C:9]([NH:16][CH:17]1[CH2:22][CH2:21][NH:20][CH2:19][CH2:18]1)([O:11][C:12]([CH3:15])([CH3:14])[CH3:13])=[O:10].CCN(CC)CC, predict the reaction product. The product is: [C:12]([O:11][C:9](=[O:10])[NH:16][CH:17]1[CH2:22][CH2:21][N:20]([C:2]2[CH:7]=[N:6][CH:5]=[C:4]([Cl:8])[N:3]=2)[CH2:19][CH2:18]1)([CH3:15])([CH3:13])[CH3:14].